From a dataset of Forward reaction prediction with 1.9M reactions from USPTO patents (1976-2016). Predict the product of the given reaction. (1) Given the reactants CO[C:3]([C:5]1[C:6]([OH:36])=[C:7]2[C:12](=[C:13]([C:15]3[CH:16]=[N:17][CH:18]=[C:19]([Cl:21])[CH:20]=3)[N:14]=1)[N:11]([CH2:22][C:23]1[CH:28]=[CH:27][CH:26]=[CH:25][CH:24]=1)[C:10](=[O:29])[C:9]([C:30]1[CH:35]=[CH:34][CH:33]=[CH:32][CH:31]=1)=[CH:8]2)=[O:4].[NH2:37][CH2:38][CH2:39][C:40]([OH:42])=[O:41].C[O-].[Na+], predict the reaction product. The product is: [CH2:22]([N:11]1[C:12]2[C:7](=[C:6]([OH:36])[C:5]([C:3]([NH:37][CH2:38][CH2:39][C:40]([OH:42])=[O:41])=[O:4])=[N:14][C:13]=2[C:15]2[CH:16]=[N:17][CH:18]=[C:19]([Cl:21])[CH:20]=2)[CH:8]=[C:9]([C:30]2[CH:35]=[CH:34][CH:33]=[CH:32][CH:31]=2)[C:10]1=[O:29])[C:23]1[CH:24]=[CH:25][CH:26]=[CH:27][CH:28]=1. (2) Given the reactants [NH2:1][C:2]1[N:6]([C:7]2[CH:8]=[C:9]([CH:16]=[CH:17][C:18]=2[CH3:19])[C:10]([NH:12][CH:13]2[CH2:15][CH2:14]2)=[O:11])[N:5]=[CH:4][C:3]=1[C:20](=[O:27])[C:21]1[CH:26]=[CH:25][CH:24]=[CH:23][CH:22]=1.[I:28]C1C=C(C=CC=1)C(C(=CNC1C=CC=CC=1)C#N)=O.CCN(C(C)C)C(C)C, predict the reaction product. The product is: [NH2:1][C:2]1[N:6]([C:7]2[CH:8]=[C:9]([CH:16]=[CH:17][C:18]=2[CH3:19])[C:10]([NH:12][CH:13]2[CH2:14][CH2:15]2)=[O:11])[N:5]=[CH:4][C:3]=1[C:20](=[O:27])[C:21]1[CH:22]=[CH:23][CH:24]=[C:25]([I:28])[CH:26]=1. (3) Given the reactants [NH:1]1[CH2:6][CH2:5][C:4]2([C:15]3[C:10](=[N:11][CH:12]=[CH:13][CH:14]=3)[NH:9][C:8](=[O:16])[CH2:7]2)[CH2:3][CH2:2]1.Cl[C:18]1[N:23]=[C:22]([CH3:24])[N:21]=[C:20]([O:25][C:26]2[CH:35]=[C:34]([CH3:36])[C:29]3[NH:30][C:31](=[O:33])[O:32][C:28]=3[CH:27]=2)[CH:19]=1.CCN(C(C)C)C(C)C, predict the reaction product. The product is: [CH3:36][C:34]1[C:29]2[NH:30][C:31](=[O:33])[O:32][C:28]=2[CH:27]=[C:26]([O:25][C:20]2[CH:19]=[C:18]([N:1]3[CH2:2][CH2:3][C:4]4([C:15]5[C:10](=[N:11][CH:12]=[CH:13][CH:14]=5)[NH:9][C:8](=[O:16])[CH2:7]4)[CH2:5][CH2:6]3)[N:23]=[C:22]([CH3:24])[N:21]=2)[CH:35]=1. (4) The product is: [Br:32][C:33]1[CH:34]=[C:35]([C:25]([NH:24][CH:21]2[CH2:20][CH2:19][N:18]([C:13]3[CH:12]=[C:11]([CH:16]=[C:15]([Cl:17])[N:14]=3)[C:9]([NH2:8])=[O:10])[CH2:23][CH2:22]2)=[O:31])[NH:36][C:37]=1[CH3:38]. Given the reactants Cl.O1CCOCC1.[NH2:8][C:9]([C:11]1[CH:16]=[C:15]([Cl:17])[N:14]=[C:13]([N:18]2[CH2:23][CH2:22][CH:21]([NH:24][C:25](=[O:31])OC(C)(C)C)[CH2:20][CH2:19]2)[CH:12]=1)=[O:10].[Br:32][C:33]1[CH:34]=[C:35](C(OC2C(F)=C(F)C(F)=C(F)C=2F)=O)[NH:36][C:37]=1[CH3:38].C(N(CC)C(C)C)(C)C.Cl.NC1CCN(C2C=C(C=C(Cl)N=2)C(N)=O)CC1, predict the reaction product. (5) Given the reactants O[C:2]1([CH2:19][C:20]([O:22][CH2:23][CH3:24])=[O:21])[C:8]2[CH:9]=[CH:10][CH:11]=[CH:12][C:7]=2[CH2:6][C:5]2[CH:13]=[C:14]([O:17][CH3:18])[CH:15]=[CH:16][C:4]=2[CH2:3]1.Cl, predict the reaction product. The product is: [CH3:18][O:17][C:14]1[CH:15]=[CH:16][C:4]2[CH2:3][CH:2]([CH2:19][C:20]([O:22][CH2:23][CH3:24])=[O:21])[C:8]3[CH:9]=[CH:10][CH:11]=[CH:12][C:7]=3[CH2:6][C:5]=2[CH:13]=1. (6) Given the reactants [Cl:1][C:2]1[C:3]([O:22][C:23]([F:31])([F:30])[CH:24]([F:29])[C:25]([F:28])([F:27])[F:26])=[N:4][N:5]([C:8]2[CH:13]=[C:12]([S:14][CH2:15][C:16]([F:19])([F:18])[F:17])[C:11]([CH3:20])=[CH:10][C:9]=2[F:21])[C:6]=1[NH2:7].ClC1C=CC=C(C(OO)=[O:40])C=1, predict the reaction product. The product is: [NH2:7][C:6]1[N:5]([C:8]2[CH:13]=[C:12]([S:14]([CH2:15][C:16]([F:19])([F:18])[F:17])=[O:40])[C:11]([CH3:20])=[CH:10][C:9]=2[F:21])[N:4]=[C:3]([O:22][C:23]([F:30])([F:31])[CH:24]([F:29])[C:25]([F:26])([F:27])[F:28])[C:2]=1[Cl:1]. (7) Given the reactants Br[C:2]1[CH:3]=[C:4]([F:27])[C:5]([N:8]2[CH2:13][CH:12]=[C:11]([C:14]([NH:16][C:17]3[S:18][C:19]4[CH:25]=[C:24]([F:26])[CH:23]=[CH:22][C:20]=4[N:21]=3)=[O:15])[CH2:10][CH2:9]2)=[N:6][CH:7]=1.[F-].[CH2:29]([N+](CCCC)(CCCC)CCCC)[CH2:30]CC.C(B1OC(C)(C)C(C)(C)O1)=C, predict the reaction product. The product is: [F:27][C:4]1[C:5]([N:8]2[CH2:13][CH:12]=[C:11]([C:14]([NH:16][C:17]3[S:18][C:19]4[CH:25]=[C:24]([F:26])[CH:23]=[CH:22][C:20]=4[N:21]=3)=[O:15])[CH2:10][CH2:9]2)=[N:6][CH:7]=[C:2]([CH:29]=[CH2:30])[CH:3]=1. (8) Given the reactants Cl[C:2]1[CH:7]=[C:6]([Cl:8])[N:5]=[N:4][C:3]=1[C:9]([O:11][CH2:12][CH3:13])=[O:10].[CH:14]([C:17]1[CH:18]=[CH:19][C:20]([NH2:25])=[N:21][C:22]=1[O:23][CH3:24])([CH3:16])[CH3:15], predict the reaction product. The product is: [Cl:8][C:6]1[N:5]=[N:4][C:3]([C:9]([O:11][CH2:12][CH3:13])=[O:10])=[C:2]([NH:25][C:20]2[CH:19]=[CH:18][C:17]([CH:14]([CH3:16])[CH3:15])=[C:22]([O:23][CH3:24])[N:21]=2)[CH:7]=1.